From a dataset of Reaction yield outcomes from USPTO patents with 853,638 reactions. Predict the reaction yield, written as a fraction of the theoretical maximum amount of product (1.0 means a 100% yield; for example, 0.34 means a 34% yield). (1) The reactants are [F:1][C:2]1[CH:7]=[CH:6][C:5]([CH2:8][N:9]2[CH2:14][CH2:13][CH:12]([CH2:15][C:16]([O:18]CC)=O)[CH2:11][CH2:10]2)=[CH:4][CH:3]=1.[C:21]1([CH:27]([NH2:29])[CH3:28])[CH:26]=[CH:25][CH:24]=[CH:23][CH:22]=1.CCN=C=NCCCN(C)C.C1C=CC2N(O)N=NC=2C=1. The catalyst is C(C(O)=O)(F)(F)F.Cl.O.C(Cl)Cl. The product is [C:21]1([CH:27]([NH:29][C:16]([CH2:15][CH:12]2[CH2:11][CH2:10][N:9]([CH2:8][C:5]3[CH:4]=[CH:3][C:2]([F:1])=[CH:7][CH:6]=3)[CH2:14][CH2:13]2)=[O:18])[CH3:28])[CH:26]=[CH:25][CH:24]=[CH:23][CH:22]=1. The yield is 0.500. (2) The reactants are [CH3:1][O:2][C:3]([CH:5]1[CH2:10][CH2:9][CH:8]([C:11](=O)[NH2:12])[CH2:7][CH2:6]1)=[O:4].O=C(Cl)OC(Cl)(Cl)Cl. The product is [CH3:1][O:2][C:3]([CH:5]1[CH2:10][CH2:9][CH:8]([C:11]#[N:12])[CH2:7][CH2:6]1)=[O:4]. The yield is 0.360. The catalyst is P(OC)(OC)(OC)=O.C(OCC)(=O)C.